Dataset: Forward reaction prediction with 1.9M reactions from USPTO patents (1976-2016). Task: Predict the product of the given reaction. The product is: [Cl:23][C:20]1[CH:21]=[CH:22][C:17]([CH2:16][N:15]2[C:11]([C:10]#[C:9][C:3]3[C:2]([C:32]4[CH:31]=[CH:30][C:29]([N:42]5[CH2:43][CH2:44][N:45]([CH3:48])[CH2:46][CH2:47]5)=[CH:28][C:27]=4[O:25][CH3:26])=[CH:7][N:6]=[C:5]([NH2:8])[CH:4]=3)=[CH:12][CH:13]=[N:14]2)=[CH:18][C:19]=1[F:24]. Given the reactants Br[C:2]1[C:3]([C:9]#[C:10][C:11]2[N:15]([CH2:16][C:17]3[CH:22]=[CH:21][C:20]([Cl:23])=[C:19]([F:24])[CH:18]=3)[N:14]=[CH:13][CH:12]=2)=[CH:4][C:5]([NH2:8])=[N:6][CH:7]=1.[O:25]([C:27]1[CH:28]=[C:29]([N:42]2[CH2:47][CH2:46][N:45]([CH3:48])[CH2:44][CH2:43]2)[CH:30]=[CH:31][C:32]=1B1OC(C)(C)C(C)(C)O1)[CH3:26], predict the reaction product.